The task is: Regression/Classification. Given a drug SMILES string, predict its absorption, distribution, metabolism, or excretion properties. Task type varies by dataset: regression for continuous measurements (e.g., permeability, clearance, half-life) or binary classification for categorical outcomes (e.g., BBB penetration, CYP inhibition). Dataset: cyp2c19_veith.. This data is from CYP2C19 inhibition data for predicting drug metabolism from PubChem BioAssay. (1) The drug is CCOc1ccc(-c2nnc3n2N=C(c2ccc(OC)cc2)CS3)cc1. The result is 1 (inhibitor). (2) The drug is CC[N+](CC)(CC)CC. The result is 0 (non-inhibitor).